Task: Predict the reaction yield, written as a fraction of the theoretical maximum amount of product (1.0 means a 100% yield; for example, 0.34 means a 34% yield).. Dataset: Reaction yield outcomes from USPTO patents with 853,638 reactions The reactants are N[C:2]1[CH:3]=[CH:4][C:5]([C:8]#[N:9])=[N:6][CH:7]=1.N([O-])=O.[Na+].[S:14]([Cl:17])(Cl)=[O:15].[OH2:18]. The catalyst is Cl.O. The product is [C:8]([C:5]1[N:6]=[CH:7][C:2]([S:14]([Cl:17])(=[O:15])=[O:18])=[CH:3][CH:4]=1)#[N:9]. The yield is 0.735.